From a dataset of Full USPTO retrosynthesis dataset with 1.9M reactions from patents (1976-2016). Predict the reactants needed to synthesize the given product. Given the product [CH2:16]([CH:18]1[CH:22]([C:23]2[N:27]3[C:28]4[CH:34]=[CH:33][N:32]([CH2:35][O:36][CH2:37][CH2:38][Si:39]([CH3:40])([CH3:42])[CH3:41])[C:29]=4[N:30]=[CH:31][C:26]3=[N:25][N:24]=2)[CH2:21][C:20]([CH2:1][S:2]([N:5]2[CH2:10][CH2:9][O:8][CH2:7][CH2:6]2)(=[O:4])=[O:3])([OH:43])[CH2:19]1)[CH3:17], predict the reactants needed to synthesize it. The reactants are: [CH3:1][S:2]([N:5]1[CH2:10][CH2:9][O:8][CH2:7][CH2:6]1)(=[O:4])=[O:3].[Li]CCCC.[CH2:16]([CH:18]1[CH:22]([C:23]2[N:27]3[C:28]4[CH:34]=[CH:33][N:32]([CH2:35][O:36][CH2:37][CH2:38][Si:39]([CH3:42])([CH3:41])[CH3:40])[C:29]=4[N:30]=[CH:31][C:26]3=[N:25][N:24]=2)[CH2:21][C:20](=[O:43])[CH2:19]1)[CH3:17].